From a dataset of NCI-60 drug combinations with 297,098 pairs across 59 cell lines. Regression. Given two drug SMILES strings and cell line genomic features, predict the synergy score measuring deviation from expected non-interaction effect. (1) Drug 1: C1=C(C(=O)NC(=O)N1)F. Drug 2: C1=CC(=CC=C1C#N)C(C2=CC=C(C=C2)C#N)N3C=NC=N3. Cell line: A498. Synergy scores: CSS=51.9, Synergy_ZIP=-3.28, Synergy_Bliss=-7.67, Synergy_Loewe=-9.38, Synergy_HSA=-8.00. (2) Drug 1: C1=CC(=C2C(=C1NCCNCCO)C(=O)C3=C(C=CC(=C3C2=O)O)O)NCCNCCO. Drug 2: C1=NC2=C(N=C(N=C2N1C3C(C(C(O3)CO)O)O)F)N. Cell line: T-47D. Synergy scores: CSS=23.9, Synergy_ZIP=-10.9, Synergy_Bliss=-2.36, Synergy_Loewe=-30.7, Synergy_HSA=-2.48.